From a dataset of Catalyst prediction with 721,799 reactions and 888 catalyst types from USPTO. Predict which catalyst facilitates the given reaction. Reactant: [CH3:1][C:2]1[CH:3]=[C:4]([CH:10]=[CH:11][CH:12]=1)[C:5]([N:7]([CH3:9])[CH3:8])=[O:6].BrCC1C=C(C=CC=1)C(N(C)C)=O.[C:26]([O:30][C:31]([N:33]1[CH2:38][CH2:37][NH:36][CH2:35][CH2:34]1)=[O:32])([CH3:29])([CH3:28])[CH3:27].C(N(CC)CC)C. Product: [C:26]([O:30][C:31]([N:33]1[CH2:38][CH2:37][N:36]([CH2:1][C:2]2[CH:12]=[CH:11][CH:10]=[C:4]([C:5](=[O:6])[N:7]([CH3:9])[CH3:8])[CH:3]=2)[CH2:35][CH2:34]1)=[O:32])([CH3:29])([CH3:27])[CH3:28]. The catalyst class is: 4.